From a dataset of NCI-60 drug combinations with 297,098 pairs across 59 cell lines. Regression. Given two drug SMILES strings and cell line genomic features, predict the synergy score measuring deviation from expected non-interaction effect. Drug 1: C1CN1C2=NC(=NC(=N2)N3CC3)N4CC4. Drug 2: C1=CC=C(C(=C1)C(C2=CC=C(C=C2)Cl)C(Cl)Cl)Cl. Cell line: SK-MEL-28. Synergy scores: CSS=13.2, Synergy_ZIP=-2.47, Synergy_Bliss=2.13, Synergy_Loewe=-11.8, Synergy_HSA=1.85.